From a dataset of Catalyst prediction with 721,799 reactions and 888 catalyst types from USPTO. Predict which catalyst facilitates the given reaction. (1) Reactant: [CH3:1][S:2]([NH2:5])(=[O:4])=[O:3].C(OC(N(C)[C@@H](C)C(N[C@H]1C2(CCOCC2)OC2C=CC=CC=2N(C[C:35]2[C:44]([O:45][CH3:46])=[CH:43][CH:42]=[C:41]3[C:36]=2[CH:37]=[CH:38][C:39]([C:47](O)=[O:48])=[CH:40]3)C1=O)=O)=O)(C)(C)C.CCN=C=NCCCN(C)C. Product: [CH3:46][O:45][C:44]1[CH:35]=[C:36]2[C:41](=[CH:42][CH:43]=1)[CH:40]=[C:39]([C:47]([NH:5][S:2]([CH3:1])(=[O:4])=[O:3])=[O:48])[CH:38]=[CH:37]2. The catalyst class is: 79. (2) The catalyst class is: 27. Reactant: [C:1]1([C:14]2[CH:19]=[CH:18][CH:17]=[CH:16][CH:15]=2)[CH:6]=[CH:5][C:4]([C:7](=[O:13])[CH2:8][CH2:9][CH2:10][CH:11]=[CH2:12])=[CH:3][CH:2]=1.O. Product: [C:1]1([C:14]2[CH:15]=[CH:16][CH:17]=[CH:18][CH:19]=2)[CH:2]=[CH:3][C:4]([CH:7]([OH:13])[CH2:8][CH2:9][CH2:10][CH:11]=[CH2:12])=[CH:5][CH:6]=1. (3) Product: [CH2:22]([O:24][C:25](=[O:31])/[CH:26]=[CH:27]/[C:28]([N:8]1[C:7]2[CH:10]=[CH:11][C:12]([CH3:14])=[CH:13][C:6]=2[O:5][CH:4]([CH:1]([CH3:3])[CH3:2])[CH2:9]1)=[O:29])[CH3:23]. The catalyst class is: 22. Reactant: [CH:1]([CH:4]1[CH2:9][NH:8][C:7]2[CH:10]=[CH:11][C:12]([CH3:14])=[CH:13][C:6]=2[O:5]1)([CH3:3])[CH3:2].C(N(CC)CC)C.[CH2:22]([O:24][C:25](=[O:31])/[CH:26]=[CH:27]/[C:28](Cl)=[O:29])[CH3:23]. (4) Reactant: Br[C:2]1[CH:3]=[CH:4][C:5]([N+:24]([O-:26])=[O:25])=[C:6]([NH:8][CH:9]2[CH2:14][CH2:13][N:12]([C@H:15]3[CH2:20][CH2:19][C@H:18]([O:21][CH2:22][CH3:23])[CH2:17][CH2:16]3)[CH2:11][CH2:10]2)[CH:7]=1.[CH2:27](C([Sn])=C(CCCC)CCCC)[CH2:28]CC.C1(P(C2C=CC=CC=2)C2C=CC=CC=2)C=CC=CC=1. Product: [CH:27]([C:2]1[CH:3]=[CH:4][C:5]([N+:24]([O-:26])=[O:25])=[C:6]([NH:8][CH:9]2[CH2:10][CH2:11][N:12]([C@H:15]3[CH2:16][CH2:17][C@H:18]([O:21][CH2:22][CH3:23])[CH2:19][CH2:20]3)[CH2:13][CH2:14]2)[CH:7]=1)=[CH2:28]. The catalyst class is: 787. (5) Reactant: [O:1]=[C:2]1[CH2:5][C:4]2([CH2:10][CH2:9][N:8](C(OC(C)(C)C)=O)[CH2:7][CH2:6]2)[CH2:3]1. Product: [CH2:3]1[C:4]2([CH2:10][CH2:9][NH:8][CH2:7][CH2:6]2)[CH2:5][C:2]1=[O:1]. The catalyst class is: 67.